Dataset: Full USPTO retrosynthesis dataset with 1.9M reactions from patents (1976-2016). Task: Predict the reactants needed to synthesize the given product. (1) Given the product [Br:12][C:8]1[CH:7]=[C:6]([CH3:10])[C:5]([NH2:11])=[C:4]([CH:1]([CH3:3])[CH3:2])[CH:9]=1, predict the reactants needed to synthesize it. The reactants are: [CH:1]([C:4]1[CH:9]=[CH:8][CH:7]=[C:6]([CH3:10])[C:5]=1[NH2:11])([CH3:3])[CH3:2].[Br:12]Br. (2) Given the product [N+:12]([C:5]1[CH:4]=[C:3]([CH:1]2[C:22]([C:23]3[CH:28]=[CH:27][CH:26]=[CH:25][CH:24]=3)=[C:21]([C:15]3[CH:20]=[CH:19][CH:18]=[CH:17][CH:16]=3)[NH:33][C:31](=[O:32])[NH:30]2)[CH:11]=[CH:10][C:6]=1[C:7]([O:9][CH2:35][CH3:36])=[O:8])([O-:14])=[O:13], predict the reactants needed to synthesize it. The reactants are: [CH:1]([C:3]1[CH:11]=[CH:10][C:6]([C:7]([OH:9])=[O:8])=[C:5]([N+:12]([O-:14])=[O:13])[CH:4]=1)=O.[C:15]1([C:21](=O)[CH2:22][C:23]2[CH:28]=[CH:27][CH:26]=[CH:25][CH:24]=2)[CH:20]=[CH:19][CH:18]=[CH:17][CH:16]=1.[NH2:30][C:31]([NH2:33])=[O:32].Cl.[CH2:35](O)[CH3:36]. (3) Given the product [Cl:11][C:12]1[CH:13]=[CH:14][C:15]([O:8][C:5]2[CH:6]=[CH:7][C:2]([F:1])=[CH:3][CH:4]=2)=[C:16]([CH:21]=1)[C:17]([O:19][CH3:20])=[O:18], predict the reactants needed to synthesize it. The reactants are: [F:1][C:2]1[CH:7]=[CH:6][C:5]([OH:8])=[CH:4][CH:3]=1.[H-].[Na+].[Cl:11][C:12]1[CH:13]=[CH:14][C:15](F)=[C:16]([CH:21]=1)[C:17]([O:19][CH3:20])=[O:18]. (4) Given the product [Cl:22][C:23]1[CH:31]=[CH:30][C:26]([C:27]([N:34]2[CH2:6][C:5]3[CH:14]=[CH:15][C:16]([C:18]([F:19])([F:20])[F:21])=[CH:17][C:4]=3[N:1]([CH2:52][C:51]3[CH:54]=[CH:55][C:48]([C:46]([N:41]4[CH2:45][CH:44]=[CH:43][CH2:42]4)=[O:47])=[CH:49][CH:50]=3)[C:33](=[O:58])[CH2:32]2)=[O:28])=[CH:25][CH:24]=1, predict the reactants needed to synthesize it. The reactants are: [N+:1]([C:4]1[CH:17]=[C:16]([C:18]([F:21])([F:20])[F:19])[CH:15]=[CH:14][C:5]=1[CH2:6]C(N)C(OCC)=O)([O-])=O.[Cl:22][C:23]1[CH:31]=[CH:30][C:26]([C:27](Cl)=[O:28])=[CH:25][CH:24]=1.[CH2:32]([N:34](CC)CC)[CH3:33].[H][H].[N:41]1([C:46]([C:48]2[CH:55]=[CH:54][C:51]([CH:52]=O)=[CH:50][CH:49]=2)=[O:47])[CH2:45][CH:44]=[CH:43][CH2:42]1.C(O)(=[O:58])C.C(O[BH-](OC(=O)C)OC(=O)C)(=O)C.[Na+]. (5) Given the product [OH:15][CH2:2][C:3]([C:5]1[CH:6]=[C:7]([OH:12])[C:8](=[CH:10][CH:11]=1)[OH:9])=[O:4], predict the reactants needed to synthesize it. The reactants are: Cl[CH2:2][C:3]([C:5]1[CH:6]=[C:7]([OH:12])[C:8](=[CH:10][CH:11]=1)[OH:9])=[O:4].C([OH:15])C.C([O-])=O.[Na+]. (6) Given the product [CH2:17]([C:7]1[N:8]2[C:16]3[CH:15]=[CH:14][CH:13]=[CH:12][C:11]=3[CH2:10][C:9]2=[C:5]([CH2:3][OH:2])[C:6]=1[CH2:19][OH:20])[CH3:18], predict the reactants needed to synthesize it. The reactants are: C[O:2][C:3]([C:5]1[C:6]([C:19](OC)=[O:20])=[C:7]([CH2:17][CH3:18])[N:8]2[C:16]3[CH:15]=[CH:14][CH:13]=[CH:12][C:11]=3[CH2:10][C:9]=12)=O.[H-].[H-].[H-].[H-].[Li+].[Al+3].[H-].[OH-].[Na+]. (7) Given the product [Br:1][C:2]1[CH:7]=[CH:6][C:5]([C:8]2([C:9]#[N:10])[CH2:22][CH2:21][O:20][CH2:19][CH2:18]2)=[CH:4][CH:3]=1, predict the reactants needed to synthesize it. The reactants are: [Br:1][C:2]1[CH:7]=[CH:6][C:5]([CH2:8][C:9]#[N:10])=[CH:4][CH:3]=1.CC(C)([O-])C.[K+].Br[CH2:18][CH2:19][O:20][CH2:21][CH2:22]Br. (8) Given the product [Cl:16][C:17]1[CH:22]=[C:21]([C:2]2[C:7]([C:8]3[CH:13]=[CH:12][C:11]([CH3:14])=[CH:10][CH:9]=3)=[N:6][NH:5][C:4](=[O:15])[CH:3]=2)[CH:20]=[CH:19][CH:18]=1, predict the reactants needed to synthesize it. The reactants are: Br[C:2]1[C:7]([C:8]2[CH:13]=[CH:12][C:11]([CH3:14])=[CH:10][CH:9]=2)=[N:6][NH:5][C:4](=[O:15])[CH:3]=1.[Cl:16][C:17]1[CH:18]=[C:19](B(O)O)[CH:20]=[CH:21][CH:22]=1.C([O-])([O-])=O.[K+].[K+].